Dataset: Forward reaction prediction with 1.9M reactions from USPTO patents (1976-2016). Task: Predict the product of the given reaction. (1) Given the reactants [CH:1]([N:3]1[CH2:9][C:8]2[CH:10]=[CH:11][C:12]([C:14](OC)=[O:15])=[CH:13][C:7]=2[O:6][CH2:5][C@H:4]1[CH3:18])=[O:2].[OH-:19].[Na+].[NH2:21]O, predict the reaction product. The product is: [CH:1]([N:3]1[CH2:9][C:8]2[CH:10]=[CH:11][C:12]([C:14]([NH:21][OH:19])=[O:15])=[CH:13][C:7]=2[O:6][CH2:5][C@H:4]1[CH3:18])=[O:2]. (2) The product is: [F:39][C:34]1[CH:33]=[C:32]([NH:31][C:29]([NH:28][C:26]2[CH:27]=[C:22]([C:14]3[C:15](=[O:21])[N:16]([CH2:19][CH3:20])[CH:17]4[CH:12]([CH:13]=3)[CH:11]=[N:10][C:9]([NH:8][CH3:7])=[CH:18]4)[C:23]([F:41])=[CH:24][C:25]=2[F:40])=[O:30])[CH:37]=[C:36]([F:38])[CH:35]=1. Given the reactants COC1C=CC([CH2:7][N:8](C)[C:9]2[N:10]=[CH:11][CH:12]3[CH:17]([CH:18]=2)[N:16]([CH2:19][CH3:20])[C:15](=[O:21])[C:14]([C:22]2[C:23]([F:41])=[CH:24][C:25]([F:40])=[C:26]([NH:28][C:29]([NH:31][C:32]4[CH:37]=[C:36]([F:38])[CH:35]=[C:34]([F:39])[CH:33]=4)=[O:30])[CH:27]=2)=[CH:13]3)=CC=1.C1(OC)C=CC=CC=1.C(O)(C(F)(F)F)=O, predict the reaction product. (3) The product is: [F:16][C:17]([F:28])([F:29])[O:18][C:19]1[CH:24]=[CH:23][CH:22]=[CH:21][C:20]=1[C:2]1[CH:7]=[CH:6][N:5]=[C:4]([C:8]#[N:9])[CH:3]=1. Given the reactants Cl[C:2]1[CH:7]=[CH:6][N:5]=[C:4]([C:8]#[N:9])[CH:3]=1.C(=O)([O-])[O-].[K+].[K+].[F:16][C:17]([F:29])([F:28])[O:18][C:19]1[CH:24]=[CH:23][CH:22]=[CH:21][C:20]=1B(O)O.[Cl-].[NH4+], predict the reaction product. (4) Given the reactants [F:1][C:2]1[CH:3]=[C:4]([OH:11])[C:5](=[CH:9][CH:10]=1)[C:6](O)=[O:7].C(Cl)(=O)C(Cl)=O.[CH3:18][NH2:19], predict the reaction product. The product is: [F:1][C:2]1[CH:10]=[CH:9][C:5]([C:6]([NH:19][CH3:18])=[O:7])=[C:4]([OH:11])[CH:3]=1.